This data is from Catalyst prediction with 721,799 reactions and 888 catalyst types from USPTO. The task is: Predict which catalyst facilitates the given reaction. Reactant: ClC1N=C([C:8]2[N:13]=[C:12]([N:14]3[C:18]([CH3:19])=[CH:17][C:16]([CH3:20])=[N:15]3)[N:11]=[C:10]([NH:21][C:22](=[O:24])[CH3:23])[CH:9]=2)C=CC=1.[Br:25][C:26]1[CH:27]=[N:28][CH:29]=[C:30](B(O)O)[CH:31]=1.CO. Product: [Br:25][C:26]1[CH:31]=[C:30]([C:8]2[N:13]=[C:12]([N:14]3[C:18]([CH3:19])=[CH:17][C:16]([CH3:20])=[N:15]3)[N:11]=[C:10]([NH:21][C:22](=[O:24])[CH3:23])[CH:9]=2)[CH:29]=[N:28][CH:27]=1. The catalyst class is: 4.